This data is from Full USPTO retrosynthesis dataset with 1.9M reactions from patents (1976-2016). The task is: Predict the reactants needed to synthesize the given product. (1) The reactants are: [Br:1][C:2]1[C:3]([OH:16])=[C:4]2[C:9](=[CH:10][CH:11]=1)[N:8]([C:12](=[O:14])[CH3:13])[C@@H:7]([CH3:15])[CH2:6][CH2:5]2.Cl[C:18]1[N:27]=[CH:26][C:25]2[C:20](=[CH:21][CH:22]=[CH:23][CH:24]=2)[N:19]=1.C(=O)([O-])[O-].[K+].[K+].O. Given the product [Br:1][C:2]1[C:3]([O:16][C:18]2[N:27]=[CH:26][C:25]3[C:20](=[CH:21][CH:22]=[CH:23][CH:24]=3)[N:19]=2)=[C:4]2[C:9](=[CH:10][CH:11]=1)[N:8]([C:12](=[O:14])[CH3:13])[C@@H:7]([CH3:15])[CH2:6][CH2:5]2, predict the reactants needed to synthesize it. (2) The reactants are: [F:1][C:2]([F:7])([F:6])[C:3]([OH:5])=[O:4].[F:8][C:9]1[CH:29]=[C:28]([C:30]2[CH:31]=[N:32][C:33]3[N:34]([C:36]([CH2:39][C:40]4[CH:41]=[C:42]5[C:47](=[CH:48][CH:49]=4)[N:46]=[CH:45][CH:44]=[CH:43]5)=[CH:37][N:38]=3)[N:35]=2)[CH:27]=[CH:26][C:10]=1[C:11]([NH:13][C@@H:14]([C:22]([CH3:25])([CH3:24])[CH3:23])[C:15]([O:17]C(C)(C)C)=[O:16])=[O:12]. Given the product [F:8][C:9]1[CH:29]=[C:28]([C:30]2[CH:31]=[N:32][C:33]3[N:34]([C:36]([CH2:39][C:40]4[CH:41]=[C:42]5[C:47](=[CH:48][CH:49]=4)[N:46]=[CH:45][CH:44]=[CH:43]5)=[CH:37][N:38]=3)[N:35]=2)[CH:27]=[CH:26][C:10]=1[C:11]([NH:13][C@@H:14]([C:22]([CH3:25])([CH3:24])[CH3:23])[C:15]([OH:17])=[O:16])=[O:12].[C:3]([OH:5])([C:2]([F:7])([F:6])[F:1])=[O:4], predict the reactants needed to synthesize it. (3) Given the product [CH3:31][O:32][C:33](=[O:43])[CH2:34][C:35]1[CH:40]=[CH:39][CH:38]=[C:37]([CH2:41][N:14]([CH:11]2[CH2:12][CH2:13][N:9]([C:7]3[S:8][C:4]4[CH:3]=[C:2]([Cl:1])[CH:28]=[CH:27][C:5]=4[N:6]=3)[CH2:10]2)[S:15]([C:18]2[CH:23]=[CH:22][CH:21]=[CH:20][C:19]=2[N+:24]([O-:26])=[O:25])(=[O:16])=[O:17])[CH:36]=1, predict the reactants needed to synthesize it. The reactants are: [Cl:1][C:2]1[CH:28]=[CH:27][C:5]2[N:6]=[C:7]([N:9]3[CH2:13][CH2:12][CH:11]([NH:14][S:15]([C:18]4[CH:23]=[CH:22][CH:21]=[CH:20][C:19]=4[N+:24]([O-:26])=[O:25])(=[O:17])=[O:16])[CH2:10]3)[S:8][C:4]=2[CH:3]=1.[H-].[Na+].[CH3:31][O:32][C:33](=[O:43])[CH2:34][C:35]1[CH:40]=[CH:39][CH:38]=[C:37]([CH2:41]Br)[CH:36]=1.O.